From a dataset of Blood-brain barrier permeability classification from the B3DB database. Regression/Classification. Given a drug SMILES string, predict its absorption, distribution, metabolism, or excretion properties. Task type varies by dataset: regression for continuous measurements (e.g., permeability, clearance, half-life) or binary classification for categorical outcomes (e.g., BBB penetration, CYP inhibition). Dataset: b3db_classification. The compound is CC(C)=CCN1CC[C@]23c4c5ccc(O)c4O[C@H]2C(=O)CC[C@@]3(O)[C@H]1C5. The result is 1 (penetrates BBB).